Dataset: Catalyst prediction with 721,799 reactions and 888 catalyst types from USPTO. Task: Predict which catalyst facilitates the given reaction. (1) Reactant: [CH3:1][N:2]1[CH2:7][CH2:6][CH:5]([O:8][C:9]2[CH:18]=[CH:17][C:12]([C:13]([O:15]C)=[O:14])=[CH:11][C:10]=2[C:19]([F:22])([F:21])[F:20])[CH2:4][CH2:3]1.[OH-].[Na+].Cl. Product: [CH3:1][N:2]1[CH2:7][CH2:6][CH:5]([O:8][C:9]2[CH:18]=[CH:17][C:12]([C:13]([OH:15])=[O:14])=[CH:11][C:10]=2[C:19]([F:20])([F:21])[F:22])[CH2:4][CH2:3]1. The catalyst class is: 87. (2) Reactant: O.[NH2:2][NH2:3].[CH2:4]([O:6][C:7](=[O:19])[C:8](=O)[CH2:9][C:10](=O)[CH2:11][CH2:12][CH:13]=[C:14]([CH3:16])[CH3:15])[CH3:5]. Product: [CH2:4]([O:6][C:7]([C:8]1[CH:9]=[C:10]([CH2:11][CH2:12][CH:13]=[C:14]([CH3:16])[CH3:15])[NH:3][N:2]=1)=[O:19])[CH3:5]. The catalyst class is: 14.